Dataset: Forward reaction prediction with 1.9M reactions from USPTO patents (1976-2016). Task: Predict the product of the given reaction. (1) Given the reactants CCN=C=NCCCN(C)C.C1C=CC2N(O)N=NC=2C=1.[Cl:22][C:23]1[C:24](=[O:44])[N:25]2[C:29](=[C:30]([C:41]([OH:43])=O)[C:31]=1[NH:32][C:33]1[CH:38]=[CH:37][C:36]([I:39])=[CH:35][C:34]=1[F:40])[CH2:28][CH2:27][CH2:26]2.Cl.[CH:46]1([CH2:49][O:50][NH2:51])[CH2:48][CH2:47]1, predict the reaction product. The product is: [CH:46]1([CH2:49][O:50][NH:51][C:41]([C:30]2[C:31]([NH:32][C:33]3[CH:38]=[CH:37][C:36]([I:39])=[CH:35][C:34]=3[F:40])=[C:23]([Cl:22])[C:24](=[O:44])[N:25]3[C:29]=2[CH2:28][CH2:27][CH2:26]3)=[O:43])[CH2:48][CH2:47]1. (2) The product is: [CH3:1][C:7]1[N:8]=[C:9]([C:33]2[CH:34]=[N:35][N:36]([CH3:38])[CH:37]=2)[N:10]=[C:11]2[C:19]=1[NH:18][C:17]1[N:16]=[CH:15][C:14]([C:20]3[CH:25]=[CH:24][C:23]([N:26]4[CH2:27][CH2:28][N:29]([CH3:32])[CH2:30][CH2:31]4)=[CH:22][CH:21]=3)=[CH:13][C:12]2=1. Given the reactants [CH3:1][Sn](C)(C)C.Cl[C:7]1[N:8]=[C:9]([C:33]2[CH:34]=[N:35][N:36]([CH3:38])[CH:37]=2)[N:10]=[C:11]2[C:19]=1[NH:18][C:17]1[N:16]=[CH:15][C:14]([C:20]3[CH:25]=[CH:24][C:23]([N:26]4[CH2:31][CH2:30][N:29]([CH3:32])[CH2:28][CH2:27]4)=[CH:22][CH:21]=3)=[CH:13][C:12]2=1.[Cl-].[Li+], predict the reaction product. (3) Given the reactants [Br:1][C:2]1[CH:3]=[CH:4][CH:5]=[C:6]2[C:11]=1[N:10]=C(C=C)[CH:8]=[CH:7]2.C[N+]1([O-])CC[O:18]CC1.[CH3:22][C:23]([CH3:25])=[O:24].O, predict the reaction product. The product is: [Br:1][C:2]1[CH:3]=[CH:4][CH:5]=[C:6]2[C:11]=1[N:10]=[C:22]([CH:23]([OH:24])[CH2:25][OH:18])[CH:8]=[CH:7]2. (4) Given the reactants [C:1]([O:5][C:6](=[O:45])[NH:7][CH2:8][C:9]1[CH:14]=[CH:13][C:12]([C:15](=[O:44])[NH:16][C:17]2[CH:22]=[CH:21][C:20]([NH:23][C:24]3[N:29]4[N:30]=[CH:31][CH:32]=[C:28]4[CH:27]=[C:26]([C:33]4[CH:42]=[CH:41][C:40]5[C:35](=[CH:36][CH:37]=[C:38]([OH:43])[CH:39]=5)[CH:34]=4)[N:25]=3)=[CH:19][CH:18]=2)=[CH:11][CH:10]=1)([CH3:4])([CH3:3])[CH3:2].[H-].[Na+].Br[CH2:49][CH2:50][O:51][CH3:52], predict the reaction product. The product is: [C:1]([O:5][C:6](=[O:45])[NH:7][CH2:8][C:9]1[CH:10]=[CH:11][C:12]([C:15](=[O:44])[NH:16][C:17]2[CH:22]=[CH:21][C:20]([NH:23][C:24]3[N:29]4[N:30]=[CH:31][CH:32]=[C:28]4[CH:27]=[C:26]([C:33]4[CH:42]=[CH:41][C:40]5[C:35](=[CH:36][CH:37]=[C:38]([O:43][CH2:49][CH2:50][O:51][CH3:52])[CH:39]=5)[CH:34]=4)[N:25]=3)=[CH:19][CH:18]=2)=[CH:13][CH:14]=1)([CH3:4])([CH3:2])[CH3:3]. (5) Given the reactants [F:1][C:2]1[CH:19]=[CH:18][C:5]([CH2:6][CH:7]2[CH2:12][CH2:11][N:10]([C:13](=[O:17])[C:14]([OH:16])=O)[CH2:9][CH2:8]2)=[CH:4][CH:3]=1.[NH2:20][C:21]1[CH:30]=[CH:29][C:24]2[NH:25][C:26](=[O:28])[O:27][C:23]=2[CH:22]=1, predict the reaction product. The product is: [F:1][C:2]1[CH:3]=[CH:4][C:5]([CH2:6][CH:7]2[CH2:8][CH2:9][N:10]([C:13](=[O:17])[C:14]([NH:20][C:21]3[CH:30]=[CH:29][C:24]4[NH:25][C:26](=[O:28])[O:27][C:23]=4[CH:22]=3)=[O:16])[CH2:11][CH2:12]2)=[CH:18][CH:19]=1. (6) Given the reactants C[O:2][C:3]([CH:5]1[CH2:9][C:8](=[O:10])[N:7]([C:11]2[CH:16]=[CH:15][C:14]([O:17][CH2:18][C:19]3[CH:24]=[CH:23][CH:22]=[C:21]([F:25])[CH:20]=3)=[CH:13][CH:12]=2)[CH2:6]1)=O.O.[CH3:27][N:28](C)C=O, predict the reaction product. The product is: [CH3:27][NH:28][C:3]([CH:5]1[CH2:9][C:8](=[O:10])[N:7]([C:11]2[CH:16]=[CH:15][C:14]([O:17][CH2:18][C:19]3[CH:24]=[CH:23][CH:22]=[C:21]([F:25])[CH:20]=3)=[CH:13][CH:12]=2)[CH2:6]1)=[O:2]. (7) Given the reactants C(OC([N:8]1[CH:17]([CH:18]([OH:36])[CH:19]([O:21][C:22](=[O:35])[CH:23]([NH:27]C(OC(C)(C)C)=O)[CH:24]([CH3:26])[CH3:25])[CH3:20])[CH2:16][NH:15][C:14]2[NH:13][C:12]([NH2:37])=[N:11][C:10](=[O:38])[C:9]1=2)=O)(C)(C)C.[ClH:39].O1CCOCC1, predict the reaction product. The product is: [ClH:39].[ClH:39].[NH2:37][C:12]1[NH:11][C:10](=[O:38])[C:9]2[NH:8][CH:17]([CH:18]([OH:36])[CH:19]([O:21][C:22](=[O:35])[CH:23]([NH2:27])[CH:24]([CH3:25])[CH3:26])[CH3:20])[CH2:16][NH:15][C:14]=2[N:13]=1. (8) Given the reactants [C:1]([OH:8])(=[O:7])[CH2:2][CH2:3][C:4]([CH3:6])=[O:5].[C:9]([O-])([O-])=O.[K+].[K+].[C:15]1([CH3:21])[CH:20]=[CH:19][CH:18]=[CH:17][CH:16]=1, predict the reaction product. The product is: [C:1]([O:8][CH2:9][CH2:16][CH2:17][CH2:18][CH2:19][CH2:20][CH2:15][CH3:21])(=[O:7])[CH2:2][CH2:3][C:4]([CH3:6])=[O:5]. (9) Given the reactants [CH2:1]([O:5][C:6]1[CH:10]=[C:9]([C:11]([O:13]C)=[O:12])[N:8]([CH2:15][C:16]2[CH:21]=[CH:20][C:19]([C:22]([F:25])([F:24])[F:23])=[CH:18][C:17]=2[Cl:26])[N:7]=1)[CH2:2][CH2:3][CH3:4].[OH-].[Na+].O1CCCC1, predict the reaction product. The product is: [CH2:1]([O:5][C:6]1[CH:10]=[C:9]([C:11]([OH:13])=[O:12])[N:8]([CH2:15][C:16]2[CH:21]=[CH:20][C:19]([C:22]([F:25])([F:24])[F:23])=[CH:18][C:17]=2[Cl:26])[N:7]=1)[CH2:2][CH2:3][CH3:4].